This data is from Forward reaction prediction with 1.9M reactions from USPTO patents (1976-2016). The task is: Predict the product of the given reaction. (1) Given the reactants C([C:5]1C=C(C)C=C(C(C)(C)C)[C:6]=1[OH:16])(C)(C)C.[C:17]([O-:30])(=[O:29])[CH2:18][CH2:19]CCCCCCCCC.[C:17]([O-:30])(=[O:29])[CH2:18][CH2:19]CCCCCCCCC.C([Sn+2]CCCC)CCC.P(OC1C=CC(N=C=O)=CC=1)(OC1C=CC(N=C=O)=CC=1)(OC1C=CC([N:63]=[C:64]=[O:65])=CC=1)=S.C(OCCO)(=O)C=C.[N-]=C=O, predict the reaction product. The product is: [C:17]([OH:30])(=[O:29])[CH:18]=[CH2:19].[NH2:63][C:64]([O:16][CH2:6][CH3:5])=[O:65]. (2) Given the reactants Br[C:2]1[CH:7]=[CH:6][C:5]([CH2:8][CH:9]([N:27]([CH3:38])C(=O)OCC2C=CC=CC=2)[C:10]2[N:11]([S:21]([N:24]([CH3:26])[CH3:25])(=[O:23])=[O:22])[CH:12]=[C:13]([CH2:15][C:16]([CH3:20])([CH3:19])[CH2:17][CH3:18])[N:14]=2)=[CH:4][CH:3]=1.CC(C)([O-])C.[Na+].[CH3:45][Si:46]([CH3:61])([CH3:60])[CH2:47][CH2:48][O:49][CH2:50][N:51]1[C:55]2[NH:56][CH2:57][CH2:58][CH2:59][C:54]=2[CH:53]=[N:52]1.C1(P(C2CCCCC2)C2C=CC=CC=2C2C=CC=CC=2)CCCCC1, predict the reaction product. The product is: [CH3:19][C:16]([CH3:20])([CH2:17][CH3:18])[CH2:15][C:13]1[N:14]=[C:10]([CH:9]([NH:27][CH3:38])[CH2:8][C:5]2[CH:4]=[CH:3][C:2]([N:56]3[CH2:57][CH2:58][CH2:59][C:54]4[CH:53]=[N:52][N:51]([CH2:50][O:49][CH2:48][CH2:47][Si:46]([CH3:61])([CH3:60])[CH3:45])[C:55]3=4)=[CH:7][CH:6]=2)[N:11]([S:21]([N:24]([CH3:25])[CH3:26])(=[O:22])=[O:23])[CH:12]=1. (3) Given the reactants [NH2:1][C:2]([NH2:4])=[S:3].CC([O-])=O.[Na+].Br[CH2:11][C:12]([C:14]1[CH:22]=[CH:21][C:17]([C:18]([OH:20])=[O:19])=[CH:16][CH:15]=1)=O, predict the reaction product. The product is: [NH2:1][C:2]1[S:3][CH:11]=[C:12]([C:14]2[CH:22]=[CH:21][C:17]([C:18]([OH:20])=[O:19])=[CH:16][CH:15]=2)[N:4]=1. (4) Given the reactants Cl.[CH3:2][NH:3][OH:4].C[O-].[Na+].[C:8]([C:10]1[CH:11]=[C:12]([C:16]2[CH:17]=[C:18]3[C:23](=[CH:24][CH:25]=2)[O:22][CH:21]([C:26]2[CH:27]=[N:28][CH:29]=[CH:30][CH:31]=2)[CH2:20]/[C:19]/3=[N:32]\[C:33]#[N:34])[CH:13]=[CH:14][CH:15]=1)#[N:9], predict the reaction product. The product is: [NH2:34][C:33]1[N:3]([CH3:2])[O:4][C:19]2([C:18]3[C:23](=[CH:24][CH:25]=[C:16]([C:12]4[CH:11]=[C:10]([CH:15]=[CH:14][CH:13]=4)[C:8]#[N:9])[CH:17]=3)[O:22][CH:21]([C:26]3[CH:27]=[N:28][CH:29]=[CH:30][CH:31]=3)[CH2:20]2)[N:32]=1. (5) Given the reactants [CH3:1][S:2](Cl)(=[O:4])=[O:3].[F:6][C:7]1[CH:34]=[C:33]([CH2:35]O)[CH:32]=[CH:31][C:8]=1[CH2:9][O:10][C:11]1[CH:12]=[N:13][C:14]([N:17]2[CH2:22][CH2:21][N:20]([C:23]([O:25][C:26]([CH3:29])([CH3:28])[CH3:27])=[O:24])[CH2:19][C@H:18]2[CH3:30])=[N:15][CH:16]=1.C(N(C(C)C)C(C)C)C.[I-].[Li+].CS([O-])=O.[Na+], predict the reaction product. The product is: [F:6][C:7]1[CH:34]=[C:33]([CH2:35][S:2]([CH3:1])(=[O:4])=[O:3])[CH:32]=[CH:31][C:8]=1[CH2:9][O:10][C:11]1[CH:12]=[N:13][C:14]([N:17]2[CH2:22][CH2:21][N:20]([C:23]([O:25][C:26]([CH3:29])([CH3:28])[CH3:27])=[O:24])[CH2:19][C@H:18]2[CH3:30])=[N:15][CH:16]=1. (6) The product is: [CH2:39]([Sn:34]([CH2:30][CH2:31][CH2:32][CH3:33])([CH2:35][CH2:36][CH2:37][CH3:38])[C:6]1[N:7]=[CH:8][N:9]([C:11]([C:24]2[CH:29]=[CH:28][CH:27]=[CH:26][CH:25]=2)([C:18]2[CH:23]=[CH:22][CH:21]=[CH:20][CH:19]=2)[C:12]2[CH:17]=[CH:16][CH:15]=[CH:14][CH:13]=2)[CH:10]=1)[CH2:40][CH2:41][CH3:42]. Given the reactants C([Mg]Br)C.I[C:6]1[N:7]=[CH:8][N:9]([C:11]([C:24]2[CH:29]=[CH:28][CH:27]=[CH:26][CH:25]=2)([C:18]2[CH:23]=[CH:22][CH:21]=[CH:20][CH:19]=2)[C:12]2[CH:17]=[CH:16][CH:15]=[CH:14][CH:13]=2)[CH:10]=1.[CH2:30]([Sn:34](Cl)([CH2:39][CH2:40][CH2:41][CH3:42])[CH2:35][CH2:36][CH2:37][CH3:38])[CH2:31][CH2:32][CH3:33], predict the reaction product. (7) The product is: [O:1]1[C:5]2([CH2:15][CH2:14][C:8]3([CH2:12][CH2:11][O:10][CH:9]3[OH:13])[CH2:7][CH2:6]2)[O:4][CH2:3][CH2:2]1. Given the reactants [O:1]1[C:5]2([CH2:15][CH2:14][C:8]3([CH2:12][CH2:11][O:10][C:9]3=[O:13])[CH2:7][CH2:6]2)[O:4][CH2:3][CH2:2]1.CC(C[AlH]CC(C)C)C.C(O)(=O)C.C(Cl)(Cl)Cl, predict the reaction product.